From a dataset of Reaction yield outcomes from USPTO patents with 853,638 reactions. Predict the reaction yield, written as a fraction of the theoretical maximum amount of product (1.0 means a 100% yield; for example, 0.34 means a 34% yield). (1) The reactants are Cl.[CH3:2][N:3]([CH3:13])[C:4]1[CH:5]=[C:6]([CH:10]=[CH:11][N:12]=1)[C:7]([OH:9])=O.C(N(CC)CC)C.CCCP(=O)=O.Cl.[NH:28]1[CH2:33][CH2:32][CH2:31][C:30](=[O:34])[CH2:29]1. The catalyst is C(Cl)Cl. The product is [CH3:13][N:3]([CH3:2])[C:4]1[CH:5]=[C:6]([C:7]([N:28]2[CH2:33][CH2:32][CH2:31][C:30](=[O:34])[CH2:29]2)=[O:9])[CH:10]=[CH:11][N:12]=1. The yield is 0.268. (2) The reactants are [NH2:1][C:2]1[CH:3]=[CH:4][C:5]([O:16][C:17]2[CH:22]=[CH:21][CH:20]=[CH:19][CH:18]=2)=[C:6]([C:8]2[CH:9]=[CH:10][C:11](=[O:15])[N:12]([CH3:14])[CH:13]=2)[CH:7]=1.[F:23][C:24]([F:31])([F:30])[CH2:25][S:26](Cl)(=[O:28])=[O:27].C(N(CC)CC)C. The catalyst is ClCCl. The product is [F:23][C:24]([F:31])([F:30])[CH2:25][S:26]([NH:1][C:2]1[CH:3]=[CH:4][C:5]([O:16][C:17]2[CH:18]=[CH:19][CH:20]=[CH:21][CH:22]=2)=[C:6]([C:8]2[CH:9]=[CH:10][C:11](=[O:15])[N:12]([CH3:14])[CH:13]=2)[CH:7]=1)(=[O:28])=[O:27]. The yield is 0.590. (3) The reactants are [CH3:1][C:2]1[N:7]=[C:6]2[S:8][C:9]3[CH2:13][CH2:12][CH2:11][C:10]=3[C:5]2=[C:4]([C:14]2[CH:19]=[CH:18][C:17]([CH3:20])=[CH:16][CH:15]=2)[C:3]=1[CH:21]([CH2:26]OC)[C:22]([O:24]C)=[O:23].[OH-].[Na+].Cl. The catalyst is CO. The product is [CH3:1][C:2]1[N:7]=[C:6]2[S:8][C:9]3[CH2:13][CH2:12][CH2:11][C:10]=3[C:5]2=[C:4]([C:14]2[CH:19]=[CH:18][C:17]([CH3:20])=[CH:16][CH:15]=2)[C:3]=1[C:21](=[CH2:26])[C:22]([OH:24])=[O:23]. The yield is 0.680.